This data is from Forward reaction prediction with 1.9M reactions from USPTO patents (1976-2016). The task is: Predict the product of the given reaction. (1) Given the reactants [F:1][C:2]1[C:7]([F:8])=[CH:6][CH:5]=[CH:4][C:3]=1[N:9]1[C:13]([C:14]2[C:15]([NH2:29])=[N:16][CH:17]=[C:18](B3OC(C)(C)C(C)(C)O3)[CH:19]=2)=[N:12][N:11]=[N:10]1.Br[C:31]1[S:35][C:34]([CH:36]2[CH2:41][CH2:40][N:39](C(OC(C)(C)C)=O)[CH2:38][CH2:37]2)=[N:33][CH:32]=1, predict the reaction product. The product is: [F:1][C:2]1[C:7]([F:8])=[CH:6][CH:5]=[CH:4][C:3]=1[N:9]1[C:13]([C:14]2[C:15]([NH2:29])=[N:16][CH:17]=[C:18]([C:31]3[S:35][C:34]([CH:36]4[CH2:41][CH2:40][NH:39][CH2:38][CH2:37]4)=[N:33][CH:32]=3)[CH:19]=2)=[N:12][N:11]=[N:10]1. (2) Given the reactants [CH2:1]([O:8][C:9](=[O:19])[NH:10][CH2:11][C@H:12]([NH2:18])[C@@H:13]([OH:17])[C:14]#[C:15][CH3:16])[C:2]1[CH:7]=[CH:6][CH:5]=[CH:4][CH:3]=1.[Li].[F:21][C:22]([F:37])([F:36])[C:23]1[C:31]2[N:30]=[C:29]([CH2:32][C:33](O)=[O:34])[NH:28][C:27]=2[CH:26]=[CH:25][CH:24]=1.C(N(CC)C(C)C)(C)C.CN(C(ON1N=NC2C=CC=NC1=2)=[N+](C)C)C.F[P-](F)(F)(F)(F)F, predict the reaction product. The product is: [CH2:1]([O:8][C:9](=[O:19])[NH:10][CH2:11][C@H:12]([NH:18][C:33](=[O:34])[CH2:32][C:29]1[NH:28][C:27]2[CH:26]=[CH:25][CH:24]=[C:23]([C:22]([F:36])([F:37])[F:21])[C:31]=2[N:30]=1)[C@@H:13]([OH:17])[C:14]#[C:15][CH3:16])[C:2]1[CH:3]=[CH:4][CH:5]=[CH:6][CH:7]=1. (3) Given the reactants [CH:1]1[C:18]2[C:17]3[C:12](=[CH:13][CH:14]=[CH:15][CH:16]=3)[C:11]3[C:6](=[CH:7][CH:8]=[C:9]([OH:19])[CH:10]=3)[C:5]=2[CH:4]=[CH:3][C:2]=1[OH:20].[O:21](S(C(F)(F)F)(=O)=O)[S:22]([C:25]([F:28])([F:27])[F:26])(=O)=[O:23].Cl, predict the reaction product. The product is: [F:26][C:25]([F:28])([F:27])[S:22]([O:20][C:2]1[CH:3]=[CH:4][C:5]2[C:6]3[C:11](=[CH:10][C:9]([O:19][S:22]([C:25]([F:26])([F:27])[F:28])(=[O:21])=[O:23])=[CH:8][CH:7]=3)[C:12]3[C:17](=[CH:16][CH:15]=[CH:14][CH:13]=3)[C:18]=2[CH:1]=1)(=[O:23])=[O:21].